From a dataset of Catalyst prediction with 721,799 reactions and 888 catalyst types from USPTO. Predict which catalyst facilitates the given reaction. (1) Reactant: [Br:1][C:2]1[CH:3]=[C:4]([CH2:8][CH2:9][NH2:10])[CH:5]=[CH:6][CH:7]=1.N1C(C)=CC=CC=1C.[F:19][C:20]([F:31])([F:30])[C:21](O[C:21](=[O:22])[C:20]([F:31])([F:30])[F:19])=[O:22].O. Product: [Br:1][C:2]1[CH:3]=[C:4]([CH:5]=[CH:6][CH:7]=1)[CH2:8][CH2:9][NH:10][C:21](=[O:22])[C:20]([F:31])([F:30])[F:19]. The catalyst class is: 4. (2) Reactant: [Cl:1][C:2]1[CH:19]=[CH:18][C:17]([C:20]2[CH:21]=[N:22][N:23](CC3C=CC(OC)=CC=3)[CH:24]=2)=[CH:16][C:3]=1[C:4]([NH:6][CH2:7][CH2:8][C:9]1[CH:14]=[CH:13][CH:12]=[CH:11][C:10]=1[Cl:15])=[O:5].FC(F)(F)C(O)=O.C1(OC)C=CC=CC=1. Product: [Cl:1][C:2]1[CH:19]=[CH:18][C:17]([C:20]2[CH:24]=[N:23][NH:22][CH:21]=2)=[CH:16][C:3]=1[C:4]([NH:6][CH2:7][CH2:8][C:9]1[CH:14]=[CH:13][CH:12]=[CH:11][C:10]=1[Cl:15])=[O:5]. The catalyst class is: 4.